From a dataset of Reaction yield outcomes from USPTO patents with 853,638 reactions. Predict the reaction yield, written as a fraction of the theoretical maximum amount of product (1.0 means a 100% yield; for example, 0.34 means a 34% yield). (1) The reactants are C(O)(C(F)(F)F)=O.[NH2:8][C:9](=[O:50])[CH2:10][C:11]1[CH:49]=[CH:48][CH:47]=[CH:46][C:12]=1[CH2:13][CH2:14][C:15]1[C:20]([C:21]([F:24])([F:23])[F:22])=[CH:19][N:18]=[C:17]([NH:25][C:26]2[CH:31]=[CH:30][C:29]([CH:32]3[CH2:37][CH2:36][N:35](C(OC(C)(C)C)=O)[CH2:34][CH2:33]3)=[C:28]([CH3:45])[CH:27]=2)[N:16]=1. The catalyst is C(Cl)Cl.C1CCCCC1. The product is [CH3:45][C:28]1[CH:27]=[C:26]([NH:25][C:17]2[N:16]=[C:15]([CH2:14][CH2:13][C:12]3[CH:46]=[CH:47][CH:48]=[CH:49][C:11]=3[CH2:10][C:9]([NH2:8])=[O:50])[C:20]([C:21]([F:24])([F:22])[F:23])=[CH:19][N:18]=2)[CH:31]=[CH:30][C:29]=1[CH:32]1[CH2:37][CH2:36][NH:35][CH2:34][CH2:33]1. The yield is 0.640. (2) The reactants are [CH3:1][C:2]1[N:6]([CH2:7][C:8]2[CH:13]=[CH:12][CH:11]=[C:10]([N:14]3[CH2:19][CH2:18][CH:17]([S:20]([CH3:23])(=[O:22])=[O:21])[CH2:16][CH2:15]3)[CH:9]=2)[N:5]=[C:4]([C:24]2[O:28][N:27]=[C:26]([C:29]3[CH:34]=[CH:33][C:32]([O:35][C:36]([F:39])([F:38])[F:37])=[CH:31][CH:30]=3)[N:25]=2)[N:3]=1.[C:40]1([S:46]([OH:49])(=[O:48])=[O:47])[CH:45]=[CH:44][CH:43]=[CH:42][CH:41]=1. The catalyst is C(Cl)Cl. The yield is 0.940. The product is [C:40]1([S:46]([O-:49])(=[O:48])=[O:47])[CH:45]=[CH:44][CH:43]=[CH:42][CH:41]=1.[CH3:1][C:2]1[N:6]([CH2:7][C:8]2[CH:9]=[C:10]([NH+:14]3[CH2:19][CH2:18][CH:17]([S:20]([CH3:23])(=[O:21])=[O:22])[CH2:16][CH2:15]3)[CH:11]=[CH:12][CH:13]=2)[N:5]=[C:4]([C:24]2[O:28][N:27]=[C:26]([C:29]3[CH:30]=[CH:31][C:32]([O:35][C:36]([F:38])([F:37])[F:39])=[CH:33][CH:34]=3)[N:25]=2)[N:3]=1. (3) The reactants are [CH3:1][C:2]([O:5][C:6]([N:8]1[C@H:11]([C:12]([OH:14])=O)[CH2:10][CH2:9]1)=[O:7])([CH3:4])[CH3:3].OS(O)(=O)=O.[NH3:20]. The catalyst is CO. The product is [C:2]([O:5][C:6]([N:8]1[CH2:9][CH2:10][C@H:11]1[C:12](=[O:14])[NH2:20])=[O:7])([CH3:4])([CH3:3])[CH3:1]. The yield is 0.920. (4) The reactants are [Cl:1][C:2]1[N:7]=[CH:6][C:5]([S:8](Cl)(=[O:10])=[O:9])=[CH:4][CH:3]=1.C(N(CC)CC)C.[NH2:19][CH:20]1[CH2:25][CH2:24][N:23]([C:26]([O:28][C:29]([CH3:32])([CH3:31])[CH3:30])=[O:27])[CH2:22][CH2:21]1.O. The catalyst is ClCCl. The product is [Cl:1][C:2]1[N:7]=[CH:6][C:5]([S:8]([NH:19][CH:20]2[CH2:21][CH2:22][N:23]([C:26]([O:28][C:29]([CH3:32])([CH3:31])[CH3:30])=[O:27])[CH2:24][CH2:25]2)(=[O:10])=[O:9])=[CH:4][CH:3]=1. The yield is 0.990.